From a dataset of Catalyst prediction with 721,799 reactions and 888 catalyst types from USPTO. Predict which catalyst facilitates the given reaction. (1) Reactant: [NH:1]1[C:9]2[C:4](=[CH:5][C:6]([O:10][C:11]3[CH:16]=[CH:15][CH:14]=[CH:13][C:12]=3[CH2:17][N:18]([CH3:20])[CH3:19])=[CH:7][CH:8]=2)[CH:3]=[N:2]1.[ClH:21].C(OCC)C. Product: [ClH:21].[NH:1]1[C:9]2[C:4](=[CH:5][C:6]([O:10][C:11]3[CH:16]=[CH:15][CH:14]=[CH:13][C:12]=3[CH2:17][N:18]([CH3:20])[CH3:19])=[CH:7][CH:8]=2)[CH:3]=[N:2]1. The catalyst class is: 27. (2) Reactant: [CH2:1]([O:8][C:9](=[O:28])[NH:10][CH2:11][CH2:12][CH2:13][CH2:14][C@H:15]([NH2:27])[C:16]([C:18]1[S:19][C:20]2[CH:26]=[CH:25][CH:24]=[CH:23][C:21]=2[N:22]=1)=[O:17])[C:2]1[CH:7]=[CH:6][CH:5]=[CH:4][CH:3]=1.Cl.[C:30](Cl)(=[O:37])[C:31]1[CH:36]=[CH:35][CH:34]=[CH:33][CH:32]=1.CC(=O)OCC. Product: [CH2:1]([O:8][C:9](=[O:28])[NH:10][CH2:11][CH2:12][CH2:13][CH2:14][C@H:15]([NH:27][C:30](=[O:37])[C:31]1[CH:36]=[CH:35][CH:34]=[CH:33][CH:32]=1)[C:16]([C:18]1[S:19][C:20]2[CH:26]=[CH:25][CH:24]=[CH:23][C:21]=2[N:22]=1)=[O:17])[C:2]1[CH:7]=[CH:6][CH:5]=[CH:4][CH:3]=1. The catalyst class is: 2. (3) Reactant: [Cl:1]N1C(=O)CCC1=O.[CH:9](=[N:16][OH:17])[C:10]1[CH:15]=[CH:14][CH:13]=[CH:12][CH:11]=1.O. Product: [Cl:1][C:11]1[CH:12]=[CH:13][CH:14]=[CH:15][C:10]=1[CH:9]=[N:16][OH:17]. The catalyst class is: 9. (4) Reactant: C1C=C(Cl)C=C(C(OO)=[O:9])C=1.[NH2:12][C@H:13]([CH2:31][C:32]1[CH:37]=[CH:36][C:35]([Cl:38])=[CH:34][CH:33]=1)[C:14]([N:16]1[CH2:21][CH2:20][N:19]([C:22]2[C:23]3[CH2:30][S:29][CH2:28][C:24]=3[N:25]=[CH:26][N:27]=2)[CH2:18][CH2:17]1)=[O:15]. Product: [NH2:12][C@H:13]([CH2:31][C:32]1[CH:37]=[CH:36][C:35]([Cl:38])=[CH:34][CH:33]=1)[C:14]([N:16]1[CH2:21][CH2:20][N:19]([C:22]2[C:23]3[CH2:30][S:29](=[O:9])[CH2:28][C:24]=3[N:25]=[CH:26][N:27]=2)[CH2:18][CH2:17]1)=[O:15]. The catalyst class is: 61. (5) Reactant: ClC(Cl)(Cl)[C:3]([C:5]1[N:14]2[C:8]([CH2:9][N:10]([C:19]([C:21]3[CH:26]=[CH:25][C:24]([C:27]4[CH:32]=[CH:31][CH:30]=[CH:29][C:28]=4[CH3:33])=[C:23]([CH3:34])[CH:22]=3)=[O:20])[C:11]3[CH:18]=[CH:17][CH:16]=[CH:15][C:12]=3[CH2:13]2)=[CH:7][CH:6]=1)=[O:4].[CH3:37][CH:38]([NH2:45])[C:39]1[CH:44]=[CH:43][CH:42]=[CH:41][CH:40]=1.CS(C)=O. Product: [CH3:34][C:23]1[CH:22]=[C:21]([C:19]([N:10]2[C:11]3[CH:18]=[CH:17][CH:16]=[CH:15][C:12]=3[CH2:13][N:14]3[C:5]([C:3]([NH:45][CH:38]([C:39]4[CH:44]=[CH:43][CH:42]=[CH:41][CH:40]=4)[CH3:37])=[O:4])=[CH:6][CH:7]=[C:8]3[CH2:9]2)=[O:20])[CH:26]=[CH:25][C:24]=1[C:27]1[CH:32]=[CH:31][CH:30]=[CH:29][C:28]=1[CH3:33]. The catalyst class is: 10. (6) Reactant: [NH2:1][C:2]1[CH:3]=[CH:4][C:5]([CH3:26])=[C:6]([C:8]([C:10]2[CH:15]=[CH:14][C:13]([NH:16][C:17]3[CH:22]=[CH:21][C:20]([F:23])=[CH:19][C:18]=3[F:24])=[CH:12][C:11]=2[Cl:25])=[O:9])[CH:7]=1.[OH:27][CH:28]([CH3:32])[CH2:29][CH:30]=O. Product: [Cl:25][C:11]1[CH:12]=[C:13]([NH:16][C:17]2[CH:22]=[CH:21][C:20]([F:23])=[CH:19][C:18]=2[F:24])[CH:14]=[CH:15][C:10]=1[C:8]([C:6]1[CH:7]=[C:2]([NH:1][CH2:30][CH2:29][CH:28]([OH:27])[CH3:32])[CH:3]=[CH:4][C:5]=1[CH3:26])=[O:9]. The catalyst class is: 5.